Dataset: Catalyst prediction with 721,799 reactions and 888 catalyst types from USPTO. Task: Predict which catalyst facilitates the given reaction. Reactant: [CH3:1][O:2][C:3]1[CH:11]=[CH:10][CH:9]=[C:8]2[C:4]=1[CH2:5][O:6][C:7]2=[O:12].[Br:13]N1C(=O)CCC1=O.N(/C(C)(C)C#N)=N\C(C)(C)C#N. Product: [Br:13][CH:5]1[C:4]2[C:8](=[CH:9][CH:10]=[CH:11][C:3]=2[O:2][CH3:1])[C:7](=[O:12])[O:6]1. The catalyst class is: 53.